This data is from Peptide-MHC class I binding affinity with 185,985 pairs from IEDB/IMGT. The task is: Regression. Given a peptide amino acid sequence and an MHC pseudo amino acid sequence, predict their binding affinity value. This is MHC class I binding data. (1) The MHC is HLA-B08:03 with pseudo-sequence HLA-B08:03. The peptide sequence is AVFLSYIGY. The binding affinity (normalized) is 0.0847. (2) The peptide sequence is KPEGKVIDL. The MHC is HLA-B07:02 with pseudo-sequence HLA-B07:02. The binding affinity (normalized) is 0.426. (3) The peptide sequence is ALLAVGATK. The MHC is HLA-A03:01 with pseudo-sequence HLA-A03:01. The binding affinity (normalized) is 0.664. (4) The peptide sequence is ALEQYGIENT. The MHC is HLA-A68:02 with pseudo-sequence HLA-A68:02. The binding affinity (normalized) is 0.0767. (5) The peptide sequence is FSSCPVAY. The MHC is HLA-A01:01 with pseudo-sequence HLA-A01:01. The binding affinity (normalized) is 0.300. (6) The peptide sequence is LMIIPLINV. The MHC is HLA-B18:01 with pseudo-sequence HLA-B18:01. The binding affinity (normalized) is 0.